Dataset: Full USPTO retrosynthesis dataset with 1.9M reactions from patents (1976-2016). Task: Predict the reactants needed to synthesize the given product. (1) Given the product [F:1][C:2]1[CH:3]=[N:4][C:5]([C@@H:8]([NH:10][C:11]2[N:16]=[C:15]3[C:14]([N:27]=[CH:30][N:17]3[C:18]3[CH:22]=[C:21]([O:23][CH:24]([CH3:26])[CH3:25])[NH:20][N:19]=3)=[CH:13][N:12]=2)[CH3:9])=[N:6][CH:7]=1, predict the reactants needed to synthesize it. The reactants are: [F:1][C:2]1[CH:3]=[N:4][C:5]([C@@H:8]([NH:10][C:11]2[N:16]=[C:15]([NH:17][C:18]3[CH:22]=[C:21]([O:23][CH:24]([CH3:26])[CH3:25])[NH:20][N:19]=3)[C:14]([N+:27]([O-])=O)=[CH:13][N:12]=2)[CH3:9])=[N:6][CH:7]=1.[CH2:30](O)C.C(O)(=O)C.C(N)=N.C(OCC)(=O)C. (2) Given the product [Cl:61][C:62]1[CH:67]=[CH:66][CH:65]=[CH:64][C:63]=1[O:68][C:2]1[N:14]=[C:13]([C:15]2[CH:20]=[CH:19][CH:18]=[C:17]([C:21]([F:23])([F:22])[F:24])[CH:16]=2)[C:12]([F:25])=[CH:11][C:3]=1[C:4]([O:6][C:7]([CH3:8])([CH3:9])[CH3:10])=[O:5], predict the reactants needed to synthesize it. The reactants are: Cl[C:2]1[N:14]=[C:13]([C:15]2[CH:20]=[CH:19][CH:18]=[C:17]([C:21]([F:24])([F:23])[F:22])[CH:16]=2)[C:12]([F:25])=[CH:11][C:3]=1[C:4]([O:6][C:7]([CH3:10])([CH3:9])[CH3:8])=[O:5].C(=O)([O-])[O-].[Cs+].[Cs+].C(P(C(C)(C)C)C1C=CC2C(=CC=CC=2)C=1C1C2C(=CC=CC=2)C=CC=1)(C)(C)C.[Cl:61][C:62]1[CH:67]=[CH:66][CH:65]=[CH:64][C:63]=1[OH:68]. (3) The reactants are: [C:1]([C:3](=[N:9]O)[C:4]([O:6][CH2:7][CH3:8])=[O:5])#[N:2].CCCCCCC. Given the product [CH2:7]([O:6][C:4](=[O:5])[CH:3]([NH2:9])[C:1]#[N:2])[CH3:8], predict the reactants needed to synthesize it. (4) The reactants are: [NH2:1][C:2]1[C:7]2[NH:8][C:9](=[S:19])[N:10]([CH2:11][CH2:12][NH:13][CH2:14][C:15]([CH3:18])([CH3:17])[CH3:16])[C:6]=2[CH:5]=[CH:4][N:3]=1.I[C:21]1[C:29]([N+:30]([O-:32])=[O:31])=[CH:28][C:24]2[O:25][CH2:26][O:27][C:23]=2[CH:22]=1.O(C(C)(C)C)[Na].C(NCCN1C2C=CN=C(N)C=2N=C1SC1C(C=C)=CC2OCOC=2C=1)C(C)(C)C. Given the product [CH2:14]([NH:13][CH2:12][CH2:11][N:10]1[C:6]2[CH:5]=[CH:4][N:3]=[C:2]([NH2:1])[C:7]=2[N:8]=[C:9]1[S:19][C:21]1[C:29]([N+:30]([O-:32])=[O:31])=[CH:28][C:24]2[O:25][CH2:26][O:27][C:23]=2[CH:22]=1)[C:15]([CH3:16])([CH3:18])[CH3:17], predict the reactants needed to synthesize it. (5) Given the product [Cl:72][C:73]1[CH:74]=[C:79]2[C:80]([C:75]([CH3:100])=[C:76]([CH2:92][C:93]3[CH:98]=[CH:97][C:96]([Cl:99])=[CH:95][CH:94]=3)[C:77]([CH3:91])=[N:78]2)=[C:81]([O:83][S:84]([C:87]([F:89])([F:90])[F:88])(=[O:85])=[O:86])[CH:82]=1, predict the reactants needed to synthesize it. The reactants are: ClC1C=C(O)C2C(C)=C(CC3C=CC(Cl)=CC=3)C(C)=NC=2C=1.ClC1C=C(O)C=C2C=1C(C)=C(CC1C=CC(Cl)=CC=1)C(C)=N2.C1C=CC(N(S(C(F)(F)F)(=O)=O)S(C(F)(F)F)(=O)=O)=CC=1.C(=O)([O-])[O-].[K+].[K+].[Cl:72][C:73]1[CH:82]=[C:81]([O:83][S:84]([C:87]([F:90])([F:89])[F:88])(=[O:86])=[O:85])[CH:80]=[C:79]2[C:74]=1[C:75]([CH3:100])=[C:76]([CH2:92][C:93]1[CH:98]=[CH:97][C:96]([Cl:99])=[CH:95][CH:94]=1)[C:77]([CH3:91])=[N:78]2. (6) Given the product [NH2:21][C:22]1[C:27]([C:28]#[N:29])=[C:26]([NH:12][C@H:10]([C:8]2[N:7]([CH3:13])[C:6]3[C:14]([C:15]4[CH:20]=[CH:19][CH:18]=[CH:17][N:16]=4)=[C:2]([F:1])[CH:3]=[CH:4][C:5]=3[N:9]=2)[CH3:11])[N:25]=[CH:24][N:23]=1, predict the reactants needed to synthesize it. The reactants are: [F:1][C:2]1[CH:3]=[CH:4][C:5]2[N:9]=[C:8]([C@@H:10]([NH2:12])[CH3:11])[N:7]([CH3:13])[C:6]=2[C:14]=1[C:15]1[CH:20]=[CH:19][CH:18]=[CH:17][N:16]=1.[NH2:21][C:22]1[C:27]([C:28]#[N:29])=[C:26](Cl)[N:25]=[CH:24][N:23]=1.CCN(C(C)C)C(C)C. (7) Given the product [I-:39].[OH:1][C@@H:2]([C@H:4]1[C:36](=[O:37])[N:6]2[C:7]([C:23]([O:25][CH2:26][C:27]3[CH:32]=[CH:31][C:30]([N+:33]([O-:35])=[O:34])=[CH:29][CH:28]=3)=[O:24])=[C:8]([C:11]3[S:15][C:14]4=[C:16]([S:19][CH2:20][CH2:21][OH:22])[N:17]([CH3:38])[CH:18]=[N+:13]4[CH:12]=3)[C@H:9]([CH3:10])[C@H:5]12)[CH3:3], predict the reactants needed to synthesize it. The reactants are: [OH:1][C@@H:2]([C@H:4]1[C:36](=[O:37])[N:6]2[C:7]([C:23]([O:25][CH2:26][C:27]3[CH:32]=[CH:31][C:30]([N+:33]([O-:35])=[O:34])=[CH:29][CH:28]=3)=[O:24])=[C:8]([C:11]3[S:15][C:14]4=[C:16]([S:19][CH2:20][CH2:21][OH:22])[N:17]=[CH:18][N:13]4[CH:12]=3)[C@H:9]([CH3:10])[C@H:5]12)[CH3:3].[CH3:38][I:39]. (8) Given the product [Br:1][C:2]1[CH:3]=[CH:4][C:5]2[O:11][CH2:10][CH2:9][N:8]3[C:12]([C:28]4[CH:29]=[N:30][NH:31][CH:32]=4)=[C:13]([C:15]([NH2:17])=[O:16])[N:14]=[C:7]3[C:6]=2[CH:19]=1, predict the reactants needed to synthesize it. The reactants are: [Br:1][C:2]1[CH:3]=[CH:4][C:5]2[O:11][CH2:10][CH2:9][N:8]3[C:12](I)=[C:13]([C:15]([NH2:17])=[O:16])[N:14]=[C:7]3[C:6]=2[CH:19]=1.CC1(C)C(C)(C)OB([C:28]2[CH:29]=[N:30][N:31](C(OC(C)(C)C)=O)[CH:32]=2)O1.